Dataset: NCI-60 drug combinations with 297,098 pairs across 59 cell lines. Task: Regression. Given two drug SMILES strings and cell line genomic features, predict the synergy score measuring deviation from expected non-interaction effect. (1) Drug 1: C(CCl)NC(=O)N(CCCl)N=O. Drug 2: CC1C(C(CC(O1)OC2CC(CC3=C2C(=C4C(=C3O)C(=O)C5=CC=CC=C5C4=O)O)(C(=O)C)O)N)O. Cell line: HL-60(TB). Synergy scores: CSS=43.4, Synergy_ZIP=-4.20, Synergy_Bliss=-2.66, Synergy_Loewe=-6.14, Synergy_HSA=-0.167. (2) Drug 2: C1CNP(=O)(OC1)N(CCCl)CCCl. Cell line: HCT116. Drug 1: CS(=O)(=O)CCNCC1=CC=C(O1)C2=CC3=C(C=C2)N=CN=C3NC4=CC(=C(C=C4)OCC5=CC(=CC=C5)F)Cl. Synergy scores: CSS=-2.44, Synergy_ZIP=0.595, Synergy_Bliss=-4.75, Synergy_Loewe=-4.92, Synergy_HSA=-6.42. (3) Drug 1: CCC1(CC2CC(C3=C(CCN(C2)C1)C4=CC=CC=C4N3)(C5=C(C=C6C(=C5)C78CCN9C7C(C=CC9)(C(C(C8N6C=O)(C(=O)OC)O)OC(=O)C)CC)OC)C(=O)OC)O.OS(=O)(=O)O. Drug 2: CC=C1C(=O)NC(C(=O)OC2CC(=O)NC(C(=O)NC(CSSCCC=C2)C(=O)N1)C(C)C)C(C)C. Cell line: NCI-H522. Synergy scores: CSS=35.2, Synergy_ZIP=-1.19, Synergy_Bliss=-1.35, Synergy_Loewe=-4.39, Synergy_HSA=-0.684. (4) Drug 1: CC12CCC3C(C1CCC2=O)CC(=C)C4=CC(=O)C=CC34C. Drug 2: C1C(C(OC1N2C=C(C(=O)NC2=O)F)CO)O. Cell line: NCI-H522. Synergy scores: CSS=31.8, Synergy_ZIP=-0.560, Synergy_Bliss=-1.29, Synergy_Loewe=-8.59, Synergy_HSA=0.808. (5) Synergy scores: CSS=55.3, Synergy_ZIP=-8.70, Synergy_Bliss=-3.24, Synergy_Loewe=0.0706, Synergy_HSA=1.14. Drug 1: COC1=C(C=C2C(=C1)N=CN=C2NC3=CC(=C(C=C3)F)Cl)OCCCN4CCOCC4. Cell line: CAKI-1. Drug 2: CCC1(C2=C(COC1=O)C(=O)N3CC4=CC5=C(C=CC(=C5CN(C)C)O)N=C4C3=C2)O.Cl. (6) Drug 1: CCC1(CC2CC(C3=C(CCN(C2)C1)C4=CC=CC=C4N3)(C5=C(C=C6C(=C5)C78CCN9C7C(C=CC9)(C(C(C8N6C)(C(=O)OC)O)OC(=O)C)CC)OC)C(=O)OC)O.OS(=O)(=O)O. Drug 2: CC12CCC3C(C1CCC2OP(=O)(O)O)CCC4=C3C=CC(=C4)OC(=O)N(CCCl)CCCl.[Na+]. Cell line: UACC62. Synergy scores: CSS=44.6, Synergy_ZIP=2.91, Synergy_Bliss=6.54, Synergy_Loewe=-0.0537, Synergy_HSA=1.80. (7) Drug 1: CC1=CC=C(C=C1)C2=CC(=NN2C3=CC=C(C=C3)S(=O)(=O)N)C(F)(F)F. Drug 2: C1=NC(=NC(=O)N1C2C(C(C(O2)CO)O)O)N. Cell line: MDA-MB-435. Synergy scores: CSS=24.3, Synergy_ZIP=6.11, Synergy_Bliss=8.08, Synergy_Loewe=-10.2, Synergy_HSA=3.77. (8) Drug 1: C1CCN(CC1)CCOC2=CC=C(C=C2)C(=O)C3=C(SC4=C3C=CC(=C4)O)C5=CC=C(C=C5)O. Drug 2: CNC(=O)C1=CC=CC=C1SC2=CC3=C(C=C2)C(=NN3)C=CC4=CC=CC=N4. Cell line: UACC62. Synergy scores: CSS=7.79, Synergy_ZIP=-0.188, Synergy_Bliss=6.93, Synergy_Loewe=3.60, Synergy_HSA=4.58.